Dataset: Full USPTO retrosynthesis dataset with 1.9M reactions from patents (1976-2016). Task: Predict the reactants needed to synthesize the given product. Given the product [OH:1][C@H:2]1[CH2:7][CH2:6][CH2:5][C@@H:4]([NH:8][C:9]2[C:14]([C:15]([OH:17])=[O:16])=[CH:13][N:12]=[C:11]([S:20][CH3:21])[N:10]=2)[CH2:3]1, predict the reactants needed to synthesize it. The reactants are: [OH:1][C@H:2]1[CH2:7][CH2:6][CH2:5][C@@H:4]([NH:8][C:9]2[C:14]([C:15]([O:17]CC)=[O:16])=[CH:13][N:12]=[C:11]([S:20][CH3:21])[N:10]=2)[CH2:3]1.[OH-].[Na+].